This data is from Catalyst prediction with 721,799 reactions and 888 catalyst types from USPTO. The task is: Predict which catalyst facilitates the given reaction. (1) Reactant: CC(OC([NH:8][C@@H:9]([CH2:16][CH3:17])/[CH:10]=[CH:11]/[C:12]([O:14][CH3:15])=[O:13])=O)(C)C.[C:18]([OH:24])([C:20]([F:23])([F:22])[F:21])=[O:19]. Product: [F:21][C:20]([F:23])([F:22])[C:18]([OH:24])=[O:19].[NH2:8][C@@H:9]([CH2:16][CH3:17])/[CH:10]=[CH:11]/[C:12]([O:14][CH3:15])=[O:13]. The catalyst class is: 2. (2) Reactant: [Cl:1][C:2]1[CH:10]=[C:9]([Cl:11])[C:8](F)=[CH:7][C:3]=1[C:4]([OH:6])=[O:5].[CH3:13][OH:14].[H-].[Na+].Cl. Product: [Cl:1][C:2]1[CH:10]=[C:9]([Cl:11])[C:8]([O:14][CH3:13])=[CH:7][C:3]=1[C:4]([OH:6])=[O:5]. The catalyst class is: 3. (3) Reactant: C(OC([NH:8][CH:9]([C:21]1[CH:26]=[CH:25][C:24]([F:27])=[CH:23][CH:22]=1)[C:10]([O:12][C@@H:13]1[CH:18]2[CH2:19][CH2:20][N:15]([CH2:16][CH2:17]2)[CH2:14]1)=[O:11])=O)(C)(C)C.[ClH:28]. Product: [ClH:28].[ClH:28].[NH2:8][CH:9]([C:21]1[CH:22]=[CH:23][C:24]([F:27])=[CH:25][CH:26]=1)[C:10]([O:12][C@@H:13]1[CH:18]2[CH2:17][CH2:16][N:15]([CH2:20][CH2:19]2)[CH2:14]1)=[O:11]. The catalyst class is: 1. (4) Reactant: C(O)(C(F)(F)F)=O.[N:8]1[CH:13]=[CH:12][CH:11]=[N:10][C:9]=1[N:14]1[CH2:19][CH2:18][CH:17]([NH:20]C(=O)OC(C)(C)C)[CH2:16][CH2:15]1. Product: [N:8]1[CH:13]=[CH:12][CH:11]=[N:10][C:9]=1[N:14]1[CH2:15][CH2:16][CH:17]([NH2:20])[CH2:18][CH2:19]1. The catalyst class is: 2. (5) Reactant: N(C([O-])=O)=NC([O-])=O.[OH:9][C:10]1[CH:19]=[C:18]([CH3:20])[CH:17]=[CH:16][C:11]=1[C:12]([O:14][CH3:15])=[O:13].[CH:21](O)([CH3:23])[CH3:22].C1COCC1. Product: [CH3:15][O:14][C:12](=[O:13])[C:11]1[CH:16]=[CH:17][C:18]([CH3:20])=[CH:19][C:10]=1[O:9][CH:21]([CH3:23])[CH3:22]. The catalyst class is: 84. (6) Product: [F:1][C:2]1[CH:7]=[CH:6][CH:5]=[C:4]([F:8])[C:3]=1[C:9]1[N:14]=[C:13]2[C:15]([C:18]3[CH:19]=[C:20]([NH:24][CH:25]4[CH2:30][CH2:29][CH2:28][NH:27][CH2:26]4)[CH:21]=[N:22][CH:23]=3)=[CH:16][NH:17][C:12]2=[CH:11][CH:10]=1. The catalyst class is: 5. Reactant: [F:1][C:2]1[CH:7]=[CH:6][CH:5]=[C:4]([F:8])[C:3]=1[C:9]1[N:14]=[C:13]2[C:15]([C:18]3[CH:19]=[C:20]([NH:24][CH:25]4[CH2:30][CH2:29][CH2:28][N:27](C(OC(C)(C)C)=O)[CH2:26]4)[CH:21]=[N:22][CH:23]=3)=[CH:16][NH:17][C:12]2=[CH:11][CH:10]=1.Cl.CC(O)C. (7) Reactant: Cl[C:2]1[C:7]([N+:8]([O-:10])=[O:9])=[C:6]([NH:11][CH2:12][C:13]([CH3:16])([OH:15])[CH3:14])[CH:5]=[C:4]([CH2:17][CH2:18][CH2:19][CH2:20][CH3:21])[N:3]=1.C(N(CC)CC)C.[CH3:29][O:30][C:31]1[CH:47]=[CH:46][C:34]([CH2:35][NH:36][CH2:37][C:38]2[CH:43]=[CH:42][C:41]([O:44][CH3:45])=[CH:40][CH:39]=2)=[CH:33][CH:32]=1. Product: [CH3:45][O:44][C:41]1[CH:40]=[CH:39][C:38]([CH2:37][N:36]([CH2:35][C:34]2[CH:46]=[CH:47][C:31]([O:30][CH3:29])=[CH:32][CH:33]=2)[C:2]2[C:7]([N+:8]([O-:10])=[O:9])=[C:6]([NH:11][CH2:12][C:13]([CH3:16])([OH:15])[CH3:14])[CH:5]=[C:4]([CH2:17][CH2:18][CH2:19][CH2:20][CH3:21])[N:3]=2)=[CH:43][CH:42]=1. The catalyst class is: 11. (8) Reactant: [C:1]1([C:7]2[N:8]=[C:9]([C:17]3[CH:22]=[CH:21][N:20]=[C:19]([NH2:23])[CH:18]=3)[S:10][C:11]=2[C:12]2[NH:16][CH:15]=[N:14][N:13]=2)[CH:6]=[CH:5][CH:4]=[CH:3][CH:2]=1.[CH:24]1([C:27](Cl)=[O:28])[CH2:26][CH2:25]1.C(=O)(O)[O-].[Na+]. Product: [C:1]1([C:7]2[N:8]=[C:9]([C:17]3[CH:22]=[CH:21][N:20]=[C:19]([NH:23][C:27]([CH:24]4[CH2:26][CH2:25]4)=[O:28])[CH:18]=3)[S:10][C:11]=2[C:12]2[NH:16][CH:15]=[N:14][N:13]=2)[CH:2]=[CH:3][CH:4]=[CH:5][CH:6]=1. The catalyst class is: 17. (9) Reactant: I[CH3:2].[O:3]=[S:4]1(=[O:16])[CH2:9][C:8](=O)[C:7]2[CH:11]=[CH:12][CH:13]=[CH:14][C:6]=2[N:5]1[CH3:15].[C:17]([O-:20])([O-])=O.[K+].[K+]. Product: [CH3:15][N:5]1[C:6]2[CH:7]=[CH:11][CH:12]=[CH:13][C:14]=2[C:17](=[O:20])[C:9]([CH3:8])([CH3:2])[S:4]1(=[O:3])=[O:16]. The catalyst class is: 3. (10) Reactant: [N:1]1([CH2:7][CH2:8][O:9][C:10]2[CH:40]=[CH:39][C:13]([O:14][C:15]3[C:24]([C:25]4[CH:30]=[CH:29][C:28]([S:31]([C:34]([F:37])([F:36])[F:35])(=[O:33])=[O:32])=[CH:27][CH:26]=4)=[CH:23][CH:22]=[C:21]4[C:16]=3[CH:17]=[CH:18][C:19]([OH:38])=[CH:20]4)=[CH:12][CH:11]=2)[CH2:6][CH2:5][CH2:4][CH2:3][CH2:2]1.[ClH:41]. Product: [ClH:41].[N:1]1([CH2:7][CH2:8][O:9][C:10]2[CH:40]=[CH:39][C:13]([O:14][C:15]3[C:24]([C:25]4[CH:30]=[CH:29][C:28]([S:31]([C:34]([F:35])([F:36])[F:37])(=[O:32])=[O:33])=[CH:27][CH:26]=4)=[CH:23][CH:22]=[C:21]4[C:16]=3[CH:17]=[CH:18][C:19]([OH:38])=[CH:20]4)=[CH:12][CH:11]=2)[CH2:6][CH2:5][CH2:4][CH2:3][CH2:2]1. The catalyst class is: 698.